Dataset: Peptide-MHC class II binding affinity with 134,281 pairs from IEDB. Task: Regression. Given a peptide amino acid sequence and an MHC pseudo amino acid sequence, predict their binding affinity value. This is MHC class II binding data. (1) The peptide sequence is PANDKFTVFEAAFNNAIKAS. The MHC is HLA-DQA10501-DQB10301 with pseudo-sequence HLA-DQA10501-DQB10301. The binding affinity (normalized) is 0.677. (2) The peptide sequence is FEQITFMQALQLLLE. The MHC is DRB1_0405 with pseudo-sequence DRB1_0405. The binding affinity (normalized) is 0.463. (3) The peptide sequence is LGWNIITFKDKTDIH. The MHC is HLA-DQA10601-DQB10402 with pseudo-sequence HLA-DQA10601-DQB10402. The binding affinity (normalized) is 0.385. (4) The peptide sequence is KVPPGPNITATYGDK. The MHC is HLA-DQA10401-DQB10402 with pseudo-sequence HLA-DQA10401-DQB10402. The binding affinity (normalized) is 0.0987. (5) The peptide sequence is NKKYFAATQFEPLAA. The MHC is HLA-DPA10301-DPB10402 with pseudo-sequence HLA-DPA10301-DPB10402. The binding affinity (normalized) is 1.00. (6) The peptide sequence is DRTELLEMVCFHEFL. The MHC is H-2-IAb with pseudo-sequence H-2-IAb. The binding affinity (normalized) is 0.121.